From a dataset of Catalyst prediction with 721,799 reactions and 888 catalyst types from USPTO. Predict which catalyst facilitates the given reaction. Reactant: [C:1]([O:5][C:6]([N:8]1[CH2:12][CH2:11][S:10][C@H:9]1[C:13]([OH:15])=[O:14])=[O:7])([CH3:4])([CH3:3])[CH3:2].[Cl:16][C:17]1[CH:18]=[N+:19]([O-:39])[CH:20]=[C:21]([Cl:38])[C:22]=1[CH2:23][C@@H:24]([C:26]1[CH:31]=[CH:30][C:29]([O:32][CH:33]([F:35])[F:34])=[C:28]([O:36][CH3:37])[CH:27]=1)O.C(Cl)CCl. Product: [C:1]([O:5][C:6]([N:8]1[CH2:12][CH2:11][S:10][C@H:9]1[C:13]([O:15][C@H:24]([C:26]1[CH:31]=[CH:30][C:29]([O:32][CH:33]([F:35])[F:34])=[C:28]([O:36][CH3:37])[CH:27]=1)[CH2:23][C:22]1[C:21]([Cl:38])=[CH:20][N+:19]([O-:39])=[CH:18][C:17]=1[Cl:16])=[O:14])=[O:7])([CH3:4])([CH3:2])[CH3:3]. The catalyst class is: 79.